This data is from Peptide-MHC class I binding affinity with 185,985 pairs from IEDB/IMGT. The task is: Regression. Given a peptide amino acid sequence and an MHC pseudo amino acid sequence, predict their binding affinity value. This is MHC class I binding data. (1) The peptide sequence is IPSTVKTNL. The MHC is HLA-B54:01 with pseudo-sequence HLA-B54:01. The binding affinity (normalized) is 0.364. (2) The peptide sequence is NTFVNFNSV. The MHC is HLA-A68:02 with pseudo-sequence HLA-A68:02. The binding affinity (normalized) is 0.798. (3) The peptide sequence is SVSNPINPF. The MHC is HLA-B15:03 with pseudo-sequence HLA-B15:03. The binding affinity (normalized) is 0.458. (4) The peptide sequence is SQIMYNYPA. The MHC is HLA-B15:01 with pseudo-sequence HLA-B15:01. The binding affinity (normalized) is 0.0847.